Dataset: Reaction yield outcomes from USPTO patents with 853,638 reactions. Task: Predict the reaction yield, written as a fraction of the theoretical maximum amount of product (1.0 means a 100% yield; for example, 0.34 means a 34% yield). (1) The reactants are [CH3:1][N:2]1[C:10]2[C:5](=[CH:6][CH:7]=[CH:8][CH:9]=2)[CH:4]=[C:3]1[C:11]([OH:13])=O.[NH2:14][C@H:15]([C:23]([NH:25][C@H:26](C=O)[CH2:27][C:28](=[N:34][NH:35][C:36]([NH2:38])=[O:37])[O:29][C:30]([CH3:33])([CH3:32])[CH3:31])=[O:24])[CH2:16][C:17]1[CH:22]=[CH:21][CH:20]=[CH:19][CH:18]=1.CCN=C=NCCCN(C)C.CC[O:54]CC. The catalyst is C(Cl)Cl.CN(C1C=CN=CC=1)C. The product is [CH3:1][N:2]1[C:10]2[C:5](=[CH:6][CH:7]=[CH:8][CH:9]=2)[CH:4]=[C:3]1[C:11]([NH:14][C@H:15]([C:23]([NH:25][C@@H:26]([OH:54])[CH2:27][C:28](=[N:34][NH:35][C:36]([NH2:38])=[O:37])[O:29][C:30]([CH3:33])([CH3:32])[CH3:31])=[O:24])[CH2:16][C:17]1[CH:22]=[CH:21][CH:20]=[CH:19][CH:18]=1)=[O:13]. The yield is 0.820. (2) The reactants are C1(C2C=CC=CC=2)C=CC(C2C(=C=O)C(OC)C(=O)[N:11](CC(C)C)[N:12]=2)=CC=1.C([O:30][C:31]([C:33](O)([CH2:39][C:40]([C:42]1[CH:47]=[CH:46][C:45]([F:48])=[C:44]([CH3:49])[CH:43]=1)=O)[C:34](OCC)=[O:35])=[O:32])C. No catalyst specified. The product is [C:31]([C:33]1[C:34](=[O:35])[NH:11][N:12]=[C:40]([C:42]2[CH:47]=[CH:46][C:45]([F:48])=[C:44]([CH3:49])[CH:43]=2)[CH:39]=1)([OH:30])=[O:32]. The yield is 0.889. (3) The reactants are [CH2:1]([O:3][CH:4]=[CH:5][C:6](=O)[C:7]([O-])=O)[CH3:2].C([O-])(=O)C.[NH4+:15].O=[C:17]([CH3:24])[CH2:18][C:19]([O:21][CH2:22][CH3:23])=[O:20].[OH2:25]. The catalyst is C(O)(=O)C. The product is [CH3:24][C:17]1[N:15]=[C:5]([C:4]([O:3][CH2:1][CH3:2])=[O:25])[CH:6]=[CH:7][C:18]=1[C:19]([O:21][CH2:22][CH3:23])=[O:20]. The yield is 0.400. (4) The reactants are Cl[C:2]1[C:8]2[CH:9]=[CH:10][CH:11]=[CH:12][C:7]=2[O:6][C:5]2[CH:13]=[CH:14][CH:15]=[CH:16][C:4]=2[N:3]=1.[CH2:17]1[CH2:21]OC[CH2:18]1.[Cl-].[Mg+2].[Cl-].[CH3:25]N1CCCC1=O. No catalyst specified. The product is [C:17]([C:2]1[C:8]2[CH:9]=[CH:10][CH:11]=[CH:12][C:7]=2[O:6][C:5]2[CH:13]=[CH:14][CH:15]=[CH:16][C:4]=2[N:3]=1)([CH3:18])([CH3:21])[CH3:25]. The yield is 0.270. (5) The reactants are [N:1]([CH2:4][CH2:5][CH2:6][CH2:7][CH2:8][O:9][C:10]1[CH:15]=[CH:14][CH:13]=[C:12]([N+:16]([O-:18])=[O:17])[CH:11]=1)=[N+]=[N-].C1(P(C2C=CC=CC=2)C2C=CC=CC=2)C=CC=CC=1. The catalyst is C1COCC1.O. The product is [N+:16]([C:12]1[CH:11]=[C:10]([CH:15]=[CH:14][CH:13]=1)[O:9][CH2:8][CH2:7][CH2:6][CH2:5][CH2:4][NH2:1])([O-:18])=[O:17]. The yield is 0.980. (6) The reactants are [CH2:1]([C:3]1[N:4]([C:28]2[CH:33]=[CH:32][C:31]([OH:34])=[CH:30][CH:29]=2)[C:5](=[O:27])[C:6]([CH2:12][C:13]2[CH:18]=[CH:17][C:16]([C:19]3[C:20]([C:25]#[N:26])=[CH:21][CH:22]=[CH:23][CH:24]=3)=[CH:15][CH:14]=2)=[C:7]([CH2:9][CH2:10][CH3:11])[N:8]=1)[CH3:2].[Si]([O:42][C:43]([C@H:46]1[CH2:51][CH2:50][C@H:49](O)[CH2:48][CH2:47]1)([CH3:45])[CH3:44])(C(C)(C)C)(C)C.C1(P(C2C=CC=CC=2)C2C=CC=CC=2)C=CC=CC=1.[N:73]([C:74]([O:76]C(C)C)=[O:75])=[N:73][C:74]([O:76]C(C)C)=[O:75]. The catalyst is O1CCCC1.O.C(OCC)(=O)C. The product is [CH2:1]([C:3]1[N:4]([C:28]2[CH:33]=[CH:32][C:31]([O:34][C@H:49]3[CH2:48][CH2:47][C@@H:46]([C:43]([OH:42])([CH3:44])[CH3:45])[CH2:51][CH2:50]3)=[CH:30][CH:29]=2)[C:5](=[O:27])[C:6]([CH2:12][C:13]2[CH:18]=[CH:17][C:16]([C:19]3[CH:24]=[CH:23][CH:22]=[CH:21][C:20]=3[C:25]3[NH:73][C:74](=[O:75])[O:76][N:26]=3)=[CH:15][CH:14]=2)=[C:7]([CH2:9][CH2:10][CH3:11])[N:8]=1)[CH3:2]. The yield is 0.230. (7) The reactants are [CH:1]1([CH2:4][O:5][C:6](=[O:25])[CH:7]([C:12]2[CH:17]=[C:16]([O:18][CH2:19][CH:20]3[CH2:22][CH2:21]3)[C:15](I)=[C:14]([Cl:24])[CH:13]=2)[CH2:8][CH:9]([CH3:11])[CH3:10])[CH2:3][CH2:2]1.[Cl:26][C:27]1[CH:32]=[CH:31][C:30](B(O)O)=[CH:29][CH:28]=1.[F-].[Cs+].O. The catalyst is COCCOC.C1C=CC(P(C2C=CC=CC=2)[C-]2C=CC=C2)=CC=1.C1C=CC(P(C2C=CC=CC=2)[C-]2C=CC=C2)=CC=1.Cl[Pd]Cl.[Fe+2].CCOC(C)=O. The product is [CH:1]1([CH2:4][O:5][C:6](=[O:25])[CH:7]([C:12]2[CH:17]=[C:16]([O:18][CH2:19][CH:20]3[CH2:22][CH2:21]3)[C:15]([C:30]3[CH:31]=[CH:32][C:27]([Cl:26])=[CH:28][CH:29]=3)=[C:14]([Cl:24])[CH:13]=2)[CH2:8][CH:9]([CH3:11])[CH3:10])[CH2:3][CH2:2]1. The yield is 0.870.